Dataset: NCI-60 drug combinations with 297,098 pairs across 59 cell lines. Task: Regression. Given two drug SMILES strings and cell line genomic features, predict the synergy score measuring deviation from expected non-interaction effect. (1) Drug 1: C1=CC(=CC=C1CCCC(=O)O)N(CCCl)CCCl. Drug 2: CC=C1C(=O)NC(C(=O)OC2CC(=O)NC(C(=O)NC(CSSCCC=C2)C(=O)N1)C(C)C)C(C)C. Cell line: SW-620. Synergy scores: CSS=46.6, Synergy_ZIP=-2.25, Synergy_Bliss=-2.17, Synergy_Loewe=-5.89, Synergy_HSA=-0.403. (2) Drug 1: C1=C(C(=O)NC(=O)N1)N(CCCl)CCCl. Drug 2: C#CCC(CC1=CN=C2C(=N1)C(=NC(=N2)N)N)C3=CC=C(C=C3)C(=O)NC(CCC(=O)O)C(=O)O. Cell line: U251. Synergy scores: CSS=26.1, Synergy_ZIP=-5.32, Synergy_Bliss=-4.75, Synergy_Loewe=-5.41, Synergy_HSA=-3.42. (3) Drug 1: C1=NC2=C(N=C(N=C2N1C3C(C(C(O3)CO)O)F)Cl)N. Drug 2: C#CCC(CC1=CN=C2C(=N1)C(=NC(=N2)N)N)C3=CC=C(C=C3)C(=O)NC(CCC(=O)O)C(=O)O. Cell line: MALME-3M. Synergy scores: CSS=8.41, Synergy_ZIP=-3.65, Synergy_Bliss=-0.0878, Synergy_Loewe=-2.30, Synergy_HSA=0.391. (4) Drug 1: C1CN(CCN1C(=O)CCBr)C(=O)CCBr. Drug 2: N.N.Cl[Pt+2]Cl. Cell line: COLO 205. Synergy scores: CSS=33.2, Synergy_ZIP=-6.00, Synergy_Bliss=-1.21, Synergy_Loewe=-1.07, Synergy_HSA=2.93. (5) Drug 1: C1=NC(=NC(=O)N1C2C(C(C(O2)CO)O)O)N. Drug 2: CC1=C(N=C(N=C1N)C(CC(=O)N)NCC(C(=O)N)N)C(=O)NC(C(C2=CN=CN2)OC3C(C(C(C(O3)CO)O)O)OC4C(C(C(C(O4)CO)O)OC(=O)N)O)C(=O)NC(C)C(C(C)C(=O)NC(C(C)O)C(=O)NCCC5=NC(=CS5)C6=NC(=CS6)C(=O)NCCC[S+](C)C)O. Cell line: UO-31. Synergy scores: CSS=37.0, Synergy_ZIP=-10.6, Synergy_Bliss=-3.13, Synergy_Loewe=0.728, Synergy_HSA=2.27. (6) Drug 1: C1CCC(C1)C(CC#N)N2C=C(C=N2)C3=C4C=CNC4=NC=N3. Drug 2: C1=C(C(=O)NC(=O)N1)N(CCCl)CCCl. Cell line: HOP-62. Synergy scores: CSS=14.3, Synergy_ZIP=2.25, Synergy_Bliss=-3.01, Synergy_Loewe=-12.6, Synergy_HSA=-5.03. (7) Drug 1: C(CC(=O)O)C(=O)CN.Cl. Drug 2: CCN(CC)CCCC(C)NC1=C2C=C(C=CC2=NC3=C1C=CC(=C3)Cl)OC. Cell line: NCI-H322M. Synergy scores: CSS=28.6, Synergy_ZIP=-6.14, Synergy_Bliss=1.01, Synergy_Loewe=-16.6, Synergy_HSA=2.33. (8) Drug 1: C1CN1C2=NC(=NC(=N2)N3CC3)N4CC4. Drug 2: CC1=CC2C(CCC3(C2CCC3(C(=O)C)OC(=O)C)C)C4(C1=CC(=O)CC4)C. Cell line: RXF 393. Synergy scores: CSS=11.2, Synergy_ZIP=-3.77, Synergy_Bliss=0.0308, Synergy_Loewe=-3.48, Synergy_HSA=0.0898.